From a dataset of Aqueous solubility values for 9,982 compounds from the AqSolDB database. Regression/Classification. Given a drug SMILES string, predict its absorption, distribution, metabolism, or excretion properties. Task type varies by dataset: regression for continuous measurements (e.g., permeability, clearance, half-life) or binary classification for categorical outcomes (e.g., BBB penetration, CYP inhibition). For this dataset (solubility_aqsoldb), we predict Y. The molecule is CC(C)OC(=O)CCC(=O)OC(C)C. The Y is -1.73 log mol/L.